From a dataset of Catalyst prediction with 721,799 reactions and 888 catalyst types from USPTO. Predict which catalyst facilitates the given reaction. (1) Reactant: [CH:1]1[C:5]2=[C:6]([NH2:10])[N:7]=[CH:8][N:9]=[C:4]2[N:3]([C@@H:11]2[O:15][C@H:14]([CH2:16][OH:17])[C@@H:13]([OH:18])[C@H:12]2O)[CH:2]=1.[CH2:20]=O.[NH:22]1[CH2:27][CH2:26][O:25][CH2:24][CH2:23]1. Product: [NH2:10][C:6]1[C:5]2[C:1]([CH2:20][N:22]3[CH2:27][CH2:26][O:25][CH2:24][CH2:23]3)=[CH:2][N:3]([C@@H:11]3[O:15][C@H:14]([CH2:16][OH:17])[C@@H:13]([OH:18])[CH2:12]3)[C:4]=2[N:9]=[CH:8][N:7]=1. The catalyst class is: 3. (2) Reactant: C(N(C(C)C)CC)(C)C.C(Cl)CCl.C1C=NC2N(O)N=NC=2C=1.[Cl:24][C:25]1[C:29]([Cl:30])=[C:28]([CH3:31])[NH:27][C:26]=1[C:32](NC1CCN(C2C=CN=C(S(C)=O)N=2)CC1)=[O:33].Cl.[NH2:51][CH:52]1[CH2:57][CH2:56][N:55]([C:58]2[CH:59]=[C:60]([CH:64]=[C:65]([Cl:67])[N:66]=2)[C:61]([NH2:63])=[O:62])[CH2:54][CH2:53]1. Product: [Cl:67][C:65]1[CH:64]=[C:60]([CH:59]=[C:58]([N:55]2[CH2:54][CH2:53][CH:52]([NH:51][C:32]([C:26]3[NH:27][C:28]([CH3:31])=[C:29]([Cl:30])[C:25]=3[Cl:24])=[O:33])[CH2:57][CH2:56]2)[N:66]=1)[C:61]([NH2:63])=[O:62]. The catalyst class is: 3. (3) Reactant: [CH3:1][C:2]([C:6]1[CH:11]=[CH:10][CH:9]=[C:8]([N+:12]([O-])=O)[CH:7]=1)([CH3:5])[C:3]#[N:4]. Product: [NH2:12][C:8]1[CH:7]=[C:6]([C:2]([CH3:5])([CH3:1])[C:3]#[N:4])[CH:11]=[CH:10][CH:9]=1. The catalyst class is: 78. (4) Reactant: [Cl:1][C:2]1[CH:3]=[N+:4]([O-:38])[CH:5]=[C:6]([Cl:37])[C:7]=1[CH2:8][C@H:9]([O:20][C:21]([C:23]1[S:24][C:25]([CH2:28][NH:29][C:30]2[CH:35]=[CH:34][CH:33]=[CH:32][C:31]=2[F:36])=[CH:26][CH:27]=1)=[O:22])[C:10]1[CH:15]=[CH:14][C:13]([O:16][CH3:17])=[C:12]([O:18][CH3:19])[CH:11]=1.[O:39]=[C:40](Cl)[O:41][C:42](Cl)(Cl)Cl.[CH:47]([N:50]([CH:53](C)C)[CH2:51]C)(C)[CH3:48].CN1CC[C@@H](O)C1. Product: [CH:21]([OH:22])=[O:20].[Cl:1][C:2]1[CH:3]=[N+:4]([O-:38])[CH:5]=[C:6]([Cl:37])[C:7]=1[CH2:8][C@H:9]([O:20][C:21]([C:23]1[S:24][C:25]([CH2:28][N:29]([C:40]([O:41][C@@H:42]2[CH2:48][CH2:47][N:50]([CH3:53])[CH2:51]2)=[O:39])[C:30]2[CH:35]=[CH:34][CH:33]=[CH:32][C:31]=2[F:36])=[CH:26][CH:27]=1)=[O:22])[C:10]1[CH:15]=[CH:14][C:13]([O:16][CH3:17])=[C:12]([O:18][CH3:19])[CH:11]=1.[CH:21]([O-:22])=[O:20]. The catalyst class is: 10.